From a dataset of Catalyst prediction with 721,799 reactions and 888 catalyst types from USPTO. Predict which catalyst facilitates the given reaction. (1) Reactant: [Br:1][C:2]1[CH:3]=[CH:4][C:5](Cl)=[N:6][CH:7]=1.[NH:9]1[CH2:14][CH2:13][O:12][CH2:11][CH2:10]1. Product: [Br:1][C:2]1[CH:3]=[CH:4][C:5]([N:9]2[CH2:14][CH2:13][O:12][CH2:11][CH2:10]2)=[N:6][CH:7]=1. The catalyst class is: 80. (2) Reactant: [O:1]1CCO[CH:2]1[CH2:6][C:7]1[CH:8]=[C:9]2[C:14](=[CH:15][CH:16]=1)[C:13](=[O:17])[O:12][CH:11]=[CH:10]2.Cl. Product: [O:17]=[C:13]1[C:14]2[C:9](=[CH:8][C:7]([CH2:6][CH:2]=[O:1])=[CH:16][CH:15]=2)[CH:10]=[CH:11][O:12]1. The catalyst class is: 12. (3) Reactant: [CH3:1][C:2]1[S:3][C:4]2[CH:10]=[C:9]([N+:11]([O-])=O)[CH:8]=[CH:7][C:5]=2[N:6]=1.Cl. Product: [CH3:1][C:2]1[S:3][C:4]2[CH:10]=[C:9]([NH2:11])[CH:8]=[CH:7][C:5]=2[N:6]=1. The catalyst class is: 314. (4) The catalyst class is: 3. Reactant: [CH3:1][O:2][C:3]([C@H:5]1[CH2:10][CH2:9][C@H:8]([CH2:11][N:12]2[C:16]3=[N:17][C:18]([N:21]([CH2:23][CH2:24][N:25]([CH3:27])[CH3:26])[CH3:22])=[CH:19][CH:20]=[C:15]3[NH:14][C:13]2=[O:28])[CH2:7][CH2:6]1)=[O:4].[C:29]([O-])([O-])=O.[K+].[K+].CI. Product: [CH3:1][O:2][C:3]([C@H:5]1[CH2:10][CH2:9][C@H:8]([CH2:11][N:12]2[C:16]3=[N:17][C:18]([N:21]([CH2:23][CH2:24][N:25]([CH3:27])[CH3:26])[CH3:22])=[CH:19][CH:20]=[C:15]3[N:14]([CH3:29])[C:13]2=[O:28])[CH2:7][CH2:6]1)=[O:4]. (5) Reactant: [H-].[Na+].[CH:3]([C:5]1[C:13]2[C:12]([C:14]([O:16][CH3:17])=[O:15])=[CH:11][CH:10]=[CH:9][C:8]=2[NH:7][CH:6]=1)=[O:4].Br[CH2:19][C:20]1[CH:25]=[C:24]([Cl:26])[CH:23]=[CH:22][C:21]=1[O:27][CH2:28][C:29]1[CH:34]=[CH:33][C:32]([Cl:35])=[CH:31][C:30]=1[F:36]. Product: [Cl:26][C:24]1[CH:23]=[CH:22][C:21]([O:27][CH2:28][C:29]2[CH:34]=[CH:33][C:32]([Cl:35])=[CH:31][C:30]=2[F:36])=[C:20]([CH:25]=1)[CH2:19][N:7]1[C:8]2[CH:9]=[CH:10][CH:11]=[C:12]([C:14]([O:16][CH3:17])=[O:15])[C:13]=2[C:5]([CH:3]=[O:4])=[CH:6]1. The catalyst class is: 3. (6) Reactant: [C:1]([C:3]1[CH:19]=[CH:18][C:6]([CH2:7][NH:8][C:9](=[O:17])[C:10]2[CH:15]=[CH:14][CH:13]=[C:12]([CH3:16])[CH:11]=2)=[C:5]([OH:20])[CH:4]=1)#[N:2].[CH2:21]([O:23][C:24]([C:26]1[N:27]([CH3:33])[N:28]=[C:29]([CH2:31]Br)[CH:30]=1)=[O:25])[CH3:22].C(=O)([O-])[O-].[K+].[K+]. Product: [CH2:21]([O:23][C:24]([C:26]1[N:27]([CH3:33])[N:28]=[C:29]([CH2:31][O:20][C:5]2[CH:4]=[C:3]([C:1]#[N:2])[CH:19]=[CH:18][C:6]=2[CH2:7][NH:8][C:9](=[O:17])[C:10]2[CH:15]=[CH:14][CH:13]=[C:12]([CH3:16])[CH:11]=2)[CH:30]=1)=[O:25])[CH3:22]. The catalyst class is: 21.